From a dataset of Reaction yield outcomes from USPTO patents with 853,638 reactions. Predict the reaction yield, written as a fraction of the theoretical maximum amount of product (1.0 means a 100% yield; for example, 0.34 means a 34% yield). (1) No catalyst specified. The product is [CH2:27]([O:15][C:9]1[CH:10]=[CH:11][C:12]([Cl:14])=[CH:13][C:8]=1[C:6]1[N:7]=[C:2]([NH2:1])[N:3]=[C:4]([NH:16][C:17]2[CH:22]=[CH:21][C:20]([Cl:23])=[CH:19][CH:18]=2)[CH:5]=1)[CH:26]=[CH2:25]. The yield is 0.800. The reactants are [NH2:1][C:2]1[N:7]=[C:6]([C:8]2[CH:13]=[C:12]([Cl:14])[CH:11]=[CH:10][C:9]=2[OH:15])[CH:5]=[C:4]([NH:16][C:17]2[CH:22]=[CH:21][C:20]([Cl:23])=[CH:19][CH:18]=2)[N:3]=1.Br[CH2:25][CH:26]=[CH2:27]. (2) The reactants are Cl[C:2]([CH2:4][C:5]1[CH:10]=[CH:9][C:8]([O:11][C:12](=[O:14])[CH3:13])=[CH:7][CH:6]=1)=[O:3].C(N(CC)CC)C.[F:22][C:23]([F:32])([F:31])[C:24]1[CH:29]=[CH:28][C:27]([NH2:30])=[CH:26][CH:25]=1. The catalyst is C(Cl)Cl. The product is [F:22][C:23]([F:31])([F:32])[C:24]1[CH:25]=[CH:26][C:27]([NH:30][C:2]([CH2:4][C:5]2[CH:10]=[CH:9][C:8]([O:11][C:12](=[O:14])[CH3:13])=[CH:7][CH:6]=2)=[O:3])=[CH:28][CH:29]=1. The yield is 0.660. (3) The reactants are [NH:1]1[CH:5]=[CH:4][CH:3]=[N:2]1.[CH3:6][O:7][C:8]1[CH:13]=[CH:12][C:11](B(O)O)=[CH:10][CH:9]=1.N1C=CC=CC=1. The catalyst is C(Cl)Cl.C([O-])(=O)C.[Cu+2].C([O-])(=O)C. The product is [CH3:6][O:7][C:8]1[CH:13]=[CH:12][C:11]([N:1]2[CH:5]=[CH:4][CH:3]=[N:2]2)=[CH:10][CH:9]=1. The yield is 0.620.